From a dataset of Forward reaction prediction with 1.9M reactions from USPTO patents (1976-2016). Predict the product of the given reaction. (1) Given the reactants C[O:2][C:3](=O)[CH:4]=[CH:5][C@@H:6]([O:8][CH:9]1[CH2:14][CH2:13][CH2:12][CH2:11][O:10]1)[CH3:7].CC(C[AlH]CC(C)C)C, predict the reaction product. The product is: [O:10]1[CH2:11][CH2:12][CH2:13][CH2:14][CH:9]1[O:8][C@@H:6]([CH3:7])[CH:5]=[CH:4][CH2:3][OH:2]. (2) Given the reactants [F:1][CH2:2][CH:3]1[CH2:6][N:5](C(OC(C)(C)C)=O)[CH2:4]1.[F:14][C:15]([F:20])([F:19])[C:16]([OH:18])=[O:17].C(Cl)Cl, predict the reaction product. The product is: [F:14][C:15]([F:20])([F:19])[C:16]([OH:18])=[O:17].[F:1][CH2:2][CH:3]1[CH2:6][NH:5][CH2:4]1. (3) The product is: [CH:28]1[C:29]([C:30]([NH2:32])=[NH:31])=[CH:24][CH:25]=[C:26]([O:34][CH2:35][CH2:36][CH2:11][CH2:12][CH2:13][O:14][C:15]2[CH:20]=[CH:19][C:18]([C:21]([NH2:23])=[NH:22])=[CH:17][CH:16]=2)[CH:27]=1. Given the reactants C1C(C(N)=N)=CC=C(O[CH2:11][CH2:12][CH2:13][O:14][C:15]2[CH:16]=[CH:17][C:18]([C:21]([NH2:23])=[NH:22])=[CH:19][CH:20]=2)C=1.[CH:24]1[C:29]([C:30]([NH2:32])=[NH:31])=[CH:28][C:27](Br)=[C:26]([O:34][CH2:35][CH2:36]COC2C=CC(C(N)=N)=CC=2Br)[CH:25]=1.C1C(C(N)=N)=CC=C(OCCCCCCOC2C=CC(C(N)=N)=CC=2)C=1, predict the reaction product. (4) Given the reactants [NH2:1][C:2]1[C:7]([F:8])=[C:6]([F:9])[C:5]([F:10])=[C:4]([F:11])[C:3]=1[NH2:12].[Cl:13][C:14]1[CH:19]=[CH:18][CH:17]=[C:16]([Cl:20])[C:15]=1[N:21]=[C:22]=[S:23], predict the reaction product. The product is: [NH2:12][C:3]1[C:4]([F:11])=[C:5]([F:10])[C:6]([F:9])=[C:7]([F:8])[C:2]=1[NH:1][C:22]([NH:21][C:15]1[C:16]([Cl:20])=[CH:17][CH:18]=[CH:19][C:14]=1[Cl:13])=[S:23]. (5) Given the reactants [NH2:1][C:2]1[CH:14]=[C:13]2[C:5]([C:6]3[CH:7]=[C:8]([C:22]4[C:23]([CH3:28])=[N:24][O:25][C:26]=4[CH3:27])[CH:9]=[C:10]([C:19]([NH2:21])=[O:20])[C:11]=3[N:12]2[CH2:15][CH:16]2[CH2:18][CH2:17]2)=[CH:4][CH:3]=1.C(Cl)Cl.[N:32]([CH2:35][CH3:36])=[C:33]=[O:34], predict the reaction product. The product is: [CH:16]1([CH2:15][N:12]2[C:11]3[C:10]([C:19]([NH2:21])=[O:20])=[CH:9][C:8]([C:22]4[C:23]([CH3:28])=[N:24][O:25][C:26]=4[CH3:27])=[CH:7][C:6]=3[C:5]3[C:13]2=[CH:14][C:2]([NH:1][C:33](=[O:34])[NH:32][CH2:35][CH3:36])=[CH:3][CH:4]=3)[CH2:18][CH2:17]1. (6) Given the reactants [CH3:1][C:2]1([CH3:10])[O:6][CH:5]([CH:7](O)[CH3:8])[CH2:4][O:3]1.C1(P(C2C=CC=CC=2)C2C=CC=CC=2)C=CC=CC=1.[OH:30][N:31]1[C:35](=[O:36])[C:34]2=[CH:37][CH:38]=[CH:39][CH:40]=[C:33]2[C:32]1=[O:41].CCOC(/N=N/C(OCC)=O)=O, predict the reaction product. The product is: [CH3:10][C:2]1([CH3:1])[O:6][CH:5]([CH2:7][CH2:8][O:30][N:31]2[C:35](=[O:36])[C:34]3[C:33](=[CH:40][CH:39]=[CH:38][CH:37]=3)[C:32]2=[O:41])[CH2:4][O:3]1. (7) Given the reactants [CH3:1][O:2][CH2:3][CH2:4][NH:5][C:6]([N:8]1[CH2:13][CH2:12][N:11]([CH2:14][CH2:15][N:16]([CH3:59])[CH2:17][C:18]2[CH:23]=[CH:22][CH:21]=[C:20]([C:24](=[O:58])[NH:25][C:26]3[CH:31]=[CH:30][C:29]([N:32]4[CH2:37][CH2:36][CH2:35][CH2:34][CH2:33]4)=[CH:28][C:27]=3[C:38]3[CH:43]=[C:42]([C:44](=[O:57])[NH:45][CH2:46][C:47]4[CH:52]=[CH:51][CH:50]=[C:49]([C:53]([F:56])([F:55])[F:54])[CH:48]=4)[CH:41]=[CH:40][N:39]=3)[CH:19]=2)[CH2:10][CH2:9]1)=[O:7].[CH3:60]OCCNC, predict the reaction product. The product is: [CH3:1][O:2][CH2:3][CH2:4][N:5]([CH3:60])[C:6]([N:8]1[CH2:9][CH2:10][N:11]([CH2:14][CH2:15][N:16]([CH3:59])[CH2:17][C:18]2[CH:23]=[CH:22][CH:21]=[C:20]([C:24](=[O:58])[NH:25][C:26]3[CH:31]=[CH:30][C:29]([N:32]4[CH2:33][CH2:34][CH2:35][CH2:36][CH2:37]4)=[CH:28][C:27]=3[C:38]3[CH:43]=[C:42]([C:44](=[O:57])[NH:45][CH2:46][C:47]4[CH:52]=[CH:51][CH:50]=[C:49]([C:53]([F:54])([F:55])[F:56])[CH:48]=4)[CH:41]=[CH:40][N:39]=3)[CH:19]=2)[CH2:12][CH2:13]1)=[O:7]. (8) Given the reactants [OH:1][CH2:2][CH2:3][CH2:4][C:5]1[C:13]2[C:8](=[CH:9][CH:10]=[CH:11][C:12]=2[C:14]([F:17])([F:16])[F:15])[NH:7][C:6]=1[C:18]([O:20][CH2:21][CH3:22])=[O:19].[C:23]1(O)[C:32]2[C:27](=[CH:28][CH:29]=[CH:30][CH:31]=2)[CH:26]=[CH:25][CH:24]=1, predict the reaction product. The product is: [C:31]1([O:1][CH2:2][CH2:3][CH2:4][C:5]2[C:13]3[C:8](=[CH:9][CH:10]=[CH:11][C:12]=3[C:14]([F:16])([F:17])[F:15])[NH:7][C:6]=2[C:18]([O:20][CH2:21][CH3:22])=[O:19])[C:32]2[C:27](=[CH:26][CH:25]=[CH:24][CH:23]=2)[CH:28]=[CH:29][CH:30]=1. (9) Given the reactants [Br:1][C:2]1[CH:3]=[CH:4][C:5]([Cl:32])=[C:6]([CH:31]=1)[O:7][CH:8]1[CH2:13][CH2:12][N:11]([C:14]2[N:19]=[CH:18][C:17]([C:20]3[N:21]=[N:22][N:23]([CH2:25][C:26]([O:28]CC)=[O:27])[N:24]=3)=[CH:16][N:15]=2)[CH2:10][CH2:9]1.[OH-].[Na+], predict the reaction product. The product is: [Br:1][C:2]1[CH:3]=[CH:4][C:5]([Cl:32])=[C:6]([CH:31]=1)[O:7][CH:8]1[CH2:13][CH2:12][N:11]([C:14]2[N:15]=[CH:16][C:17]([C:20]3[N:21]=[N:22][N:23]([CH2:25][C:26]([OH:28])=[O:27])[N:24]=3)=[CH:18][N:19]=2)[CH2:10][CH2:9]1. (10) Given the reactants [NH2:1][CH2:2][C@@H:3]1[C@H:8]([CH3:9])[CH2:7][CH2:6][CH2:5][N:4]1[C:10]([C:12]1[CH:17]=[C:16]([CH3:18])[CH:15]=[CH:14][C:13]=1[N:19]1[CH:23]=[CH:22][CH:21]=[N:20]1)=[O:11].Cl[C:25]1[N:30]=[N:29][C:28]([C:31]#[N:32])=[CH:27][CH:26]=1, predict the reaction product. The product is: [CH3:9][C@@H:8]1[CH2:7][CH2:6][CH2:5][N:4]([C:10](=[O:11])[C:12]2[CH:17]=[C:16]([CH3:18])[CH:15]=[CH:14][C:13]=2[N:19]2[CH:23]=[CH:22][CH:21]=[N:20]2)[C@@H:3]1[CH2:2][NH:1][C:25]1[N:30]=[N:29][C:28]([C:31]#[N:32])=[CH:27][CH:26]=1.